Dataset: Reaction yield outcomes from USPTO patents with 853,638 reactions. Task: Predict the reaction yield, written as a fraction of the theoretical maximum amount of product (1.0 means a 100% yield; for example, 0.34 means a 34% yield). (1) The reactants are [OH:1][NH:2][C:3]([CH3:10])([C:5]([NH:8][OH:9])([CH3:7])[CH3:6])[CH3:4].[CH3:11][O:12][C:13]1[CH:20]=[CH:19][C:16]([CH:17]=O)=[CH:15][CH:14]=1. The catalyst is CO. The product is [OH:1][N:2]1[C:3]([CH3:10])([CH3:4])[C:5]([CH3:7])([CH3:6])[N:8]([OH:9])[CH:17]1[C:16]1[CH:19]=[CH:20][C:13]([O:12][CH3:11])=[CH:14][CH:15]=1. The yield is 0.340. (2) The reactants are [CH3:1][C:2]1[C:6]2[C:7](=[O:20])[N:8]([CH2:12][CH2:13][N:14]3[CH2:19][CH2:18][CH2:17][CH2:16][CH2:15]3)[CH2:9][CH2:10][CH2:11][C:5]=2[NH:4][C:3]=1[CH:21]=O.[F:23][C:24]1[CH:25]=[C:26]2[C:30](=[CH:31][C:32]=1[NH:33][C:34](=[O:38])[CH:35]([OH:37])[CH3:36])[NH:29][C:28](=[O:39])[CH2:27]2. No catalyst specified. The product is [F:23][C:24]1[CH:25]=[C:26]2[C:30](=[CH:31][C:32]=1[NH:33][C:34](=[O:38])[C@@H:35]([OH:37])[CH3:36])[NH:29][C:28](=[O:39])/[C:27]/2=[CH:21]\[C:3]1[NH:4][C:5]2[CH2:11][CH2:10][CH2:9][N:8]([CH2:12][CH2:13][N:14]3[CH2:19][CH2:18][CH2:17][CH2:16][CH2:15]3)[C:7](=[O:20])[C:6]=2[C:2]=1[CH3:1]. The yield is 0.625. (3) The reactants are [CH2:1]([O:3][C:4]([C:6]1[C:15](=[O:16])[C:14]2[C:9](=[C:10](Br)[CH:11]=[CH:12][C:13]=2[O:17][CH3:18])[NH:8][CH:7]=1)=[O:5])[CH3:2].C([O-])(=O)C.[Na+]. The catalyst is C(O)(=O)C.[Pd]. The product is [CH2:1]([O:3][C:4]([C:6]1[C:15](=[O:16])[C:14]2[C:9](=[CH:10][CH:11]=[CH:12][C:13]=2[O:17][CH3:18])[NH:8][CH:7]=1)=[O:5])[CH3:2]. The yield is 0.570. (4) The catalyst is ClCCl. The reactants are [CH:1]1([CH2:7][CH2:8][CH2:9][N:10]2[CH2:15][CH:14]3[CH:12]([C:13]3([C:17]3[CH:18]=[C:19]([NH2:23])[CH:20]=[CH:21][CH:22]=3)[CH3:16])[CH2:11]2)[CH2:6][CH2:5][CH2:4][CH2:3][CH2:2]1.N1C=CC=CC=1.[CH2:30]([S:32](Cl)(=[O:34])=[O:33])[CH3:31]. The yield is 0.650. The product is [CH:1]1([CH2:7][CH2:8][CH2:9][N:10]2[CH2:15][CH:14]3[CH:12]([C:13]3([C:17]3[CH:18]=[C:19]([NH:23][S:32]([CH2:30][CH3:31])(=[O:34])=[O:33])[CH:20]=[CH:21][CH:22]=3)[CH3:16])[CH2:11]2)[CH2:6][CH2:5][CH2:4][CH2:3][CH2:2]1. (5) The reactants are F[C:2](F)(F)[C:3]([OH:5])=O.FC1C(O)=C(F)C(F)=C(F)C=1F.[C:20](O)(=O)[C:21]1[CH:26]=[CH:25][CH:24]=[N:23][CH:22]=1.O[C:30]1[CH:35]=[CH:34][CH:33]=[CH:32][C:31]=1[C:36](=O)C.[OH-].[K+].O.[NH2:42][NH2:43]. The catalyst is N1C=CC=CC=1. The product is [CH3:36][C:31]1[CH:30]=[CH:2][C:3]([OH:5])=[C:33]([C:34]2[CH:35]=[C:20]([C:21]3[CH:22]=[N:23][CH:24]=[CH:25][CH:26]=3)[NH:43][N:42]=2)[CH:32]=1. The yield is 0.240. (6) The reactants are [C:1]([O:5][C:6](=[O:25])[N:7]([C:16]1[C:17](=[O:24])[N:18]([CH3:23])[CH:19]=[C:20]([Br:22])[CH:21]=1)[C:8]1[CH:13]=[CH:12][C:11]([CH:14]=O)=[CH:10][N:9]=1)([CH3:4])([CH3:3])[CH3:2].[CH3:26][N:27]1[CH2:32][CH2:31][NH:30][CH2:29][CH2:28]1.C(O[BH-](OC(=O)C)OC(=O)C)(=O)C.[Na+].C(O)(=O)C. The catalyst is C(Cl)Cl. The product is [C:1]([O:5][C:6](=[O:25])[N:7]([C:16]1[C:17](=[O:24])[N:18]([CH3:23])[CH:19]=[C:20]([Br:22])[CH:21]=1)[C:8]1[CH:13]=[CH:12][C:11]([CH2:14][N:30]2[CH2:31][CH2:32][N:27]([CH3:26])[CH2:28][CH2:29]2)=[CH:10][N:9]=1)([CH3:2])([CH3:4])[CH3:3]. The yield is 0.895.